Dataset: Forward reaction prediction with 1.9M reactions from USPTO patents (1976-2016). Task: Predict the product of the given reaction. (1) Given the reactants [Br:1][C:2]1[C:3]([CH3:13])=[C:4]([N+:10]([O-:12])=[O:11])[C:5](N)=[N:6][C:7]=1[CH3:8].N([O-])=[O:15].[Na+], predict the reaction product. The product is: [Br:1][C:2]1[C:3]([CH3:13])=[C:4]([N+:10]([O-:12])=[O:11])[C:5]([OH:15])=[N:6][C:7]=1[CH3:8]. (2) The product is: [CH3:19][O:20][C:21]1[CH:22]=[C:23]2[C:28](=[CH:29][C:30]=1[CH2:31][CH2:32][N:1]1[CH2:2][CH2:3][CH:4]([N:7]3[C:15]4[C:10](=[CH:11][CH:12]=[C:13]([C:16]([NH2:18])=[O:17])[CH:14]=4)[CH:9]=[CH:8]3)[CH2:5][CH2:6]1)[NH:27][C:26](=[O:34])[CH2:25][CH2:24]2. Given the reactants [NH:1]1[CH2:6][CH2:5][CH:4]([N:7]2[C:15]3[C:10](=[CH:11][CH:12]=[C:13]([C:16]([NH2:18])=[O:17])[CH:14]=3)[CH:9]=[CH:8]2)[CH2:3][CH2:2]1.[CH3:19][O:20][C:21]1[CH:22]=[C:23]2[C:28](=[CH:29][C:30]=1[CH2:31][CH:32]=O)[NH:27][C:26](=[O:34])[CH2:25][CH2:24]2.C(O[BH-](OC(=O)C)OC(=O)C)(=O)C.[Na+].C(=O)(O)[O-].[Na+], predict the reaction product.